The task is: Predict the product of the given reaction.. This data is from Forward reaction prediction with 1.9M reactions from USPTO patents (1976-2016). (1) Given the reactants [CH2:1](OC1C=CC(C#C[Si](C)(C)C)=CC=1)[CH2:2][CH2:3][CH2:4][CH2:5][CH2:6][CH2:7][CH2:8][CH2:9][CH2:10][CH2:11][CH3:12].[OH-:26].[Na+].O.[CH2:29]1[CH2:33]O[CH2:31][CH2:30]1, predict the reaction product. The product is: [CH2:12]([O:26][C:31]#[C:30][C:29]1[CH:33]=[CH:4][CH:3]=[CH:2][CH:1]=1)[CH2:11][CH2:10][CH2:9][CH2:8][CH2:7][CH2:6][CH2:5][CH2:4][CH2:3][CH2:2][CH3:1]. (2) Given the reactants C(=O)([O-])[O-].[K+].[K+].[I-].[K+].[Cl:9][CH2:10][C:11]([N:13]([CH3:15])[CH3:14])=[O:12].Cl.[NH:17]1[CH2:22][CH2:21][CH:20]([CH2:23][CH2:24][O:25][C:26]2[CH:31]=[CH:30][C:29]([C:32]3[C:33]4[CH:42]=[CH:41][N:40]([CH2:43][CH:44]5[CH2:48][CH2:47][CH2:46][O:45]5)[C:34]=4[N:35]=[C:36]([C:38]#[N:39])[N:37]=3)=[CH:28][C:27]=2[C:49]([F:52])([F:51])[F:50])[CH2:19][CH2:18]1.C([O-])(O)=O.[Na+], predict the reaction product. The product is: [ClH:9].[C:38]([C:36]1[N:37]=[C:32]([C:29]2[CH:30]=[CH:31][C:26]([O:25][CH2:24][CH2:23][CH:20]3[CH2:21][CH2:22][N:17]([CH2:10][C:11]([N:13]([CH3:15])[CH3:14])=[O:12])[CH2:18][CH2:19]3)=[C:27]([C:49]([F:50])([F:51])[F:52])[CH:28]=2)[C:33]2[CH:42]=[CH:41][N:40]([CH2:43][CH:44]3[CH2:48][CH2:47][CH2:46][O:45]3)[C:34]=2[N:35]=1)#[N:39].